The task is: Predict the product of the given reaction.. This data is from Forward reaction prediction with 1.9M reactions from USPTO patents (1976-2016). (1) Given the reactants [C:1]([NH:8][C@@H:9]([CH2:13][C:14]1[CH:21]=[C:19]([OH:20])[C:17]([OH:18])=[CH:16][CH:15]=1)[C:10]([OH:12])=[O:11])([O:3][C:4]([CH3:7])([CH3:6])[CH3:5])=[O:2].[C:22](=O)(ON1C(=O)CCC1=O)[O:23]N1C(=O)CCC1=O.C(N(CC)CC)C, predict the reaction product. The product is: [C:4]([O:3][C:1]([NH:8][C@@H:9]([CH2:13][C:14]1[CH:15]=[CH:16][C:17]2[O:18][C:22](=[O:23])[O:20][C:19]=2[CH:21]=1)[C:10]([OH:12])=[O:11])=[O:2])([CH3:6])([CH3:7])[CH3:5]. (2) The product is: [F:1][C:2]1[CH:10]=[CH:9][C:8]([CH2:11][C:12]2[C:21]3[C:16](=[CH:17][CH:18]=[CH:19][CH:20]=3)[C:15](=[O:22])[NH:14][N:13]=2)=[CH:7][C:3]=1[C:4]([N:56]1[CH2:61][CH2:60][CH:59]([O:62][CH2:63][CH2:64][N:65]2[CH2:70][CH2:69][CH2:68][CH2:67][CH2:66]2)[CH2:58][CH2:57]1)=[O:5]. Given the reactants [F:1][C:2]1[CH:10]=[CH:9][C:8]([CH2:11][C:12]2[C:21]3[C:16](=[CH:17][CH:18]=[CH:19][CH:20]=3)[C:15](=[O:22])[NH:14][N:13]=2)=[CH:7][C:3]=1[C:4](O)=[O:5].CN(C(ON1N=NC2C=CC=CC1=2)=[N+](C)C)C.F[P-](F)(F)(F)(F)F.C(N(C(C)C)C(C)C)C.[NH:56]1[CH2:61][CH2:60][CH:59]([O:62][CH2:63][CH2:64][N:65]2[CH2:70][CH2:69][CH2:68][CH2:67][CH2:66]2)[CH2:58][CH2:57]1, predict the reaction product. (3) Given the reactants [CH3:1][C:2]1[C@@H:18]([O:19][C:20]([CH3:22])=[O:21])[CH2:17][C@@:13]2([OH:23])[C:14]([CH3:16])([CH3:15])[C:3]=1[C@@H:4]([O:33][C:34]([CH3:36])=[O:35])[C@H:5]([OH:32])[C@@:6]1([CH3:31])[C@H:11]([CH2:12]2)[C@:10]2([O:26][C:27]([CH3:29])=[O:28])[CH2:24][O:25][C@@H:9]2[CH2:8][C@@H:7]1[OH:30].[OH2:37], predict the reaction product. The product is: [CH3:1][C:2]1[C@@H:18]([O:19][C:20]([CH3:22])=[O:21])[CH2:17][C@:13]2([OH:23])[C:14]([CH3:15])([CH3:16])[C:3]=1[C@@H:4]([O:33][C:34]([CH3:36])=[O:35])[C:5]([C@@:6]1([CH3:31])[C@H:11]([C@@H:12]2[O:37][C:24]([C:10]2[CH:11]=[CH:6][CH:7]=[CH:8][CH:9]=2)=[O:25])[C@:10]2([O:26][C:27]([CH3:29])=[O:28])[CH2:24][O:25][C@@H:9]2[CH2:8][C@@H:7]1[OH:30])=[O:32]. (4) Given the reactants [C:1]([N:4]1[CH2:9][CH2:8][N:7]([CH2:10][CH2:11][CH2:12][O:13][C:14]2[CH:23]=[C:22]3[C:17]([C:18](Cl)=[N:19][CH:20]=[N:21]3)=[CH:16][C:15]=2[O:25][CH3:26])[CH2:6][CH2:5]1)(=[O:3])[CH3:2].[F:27][C:28]1[C:36]([OH:37])=[CH:35][CH:34]=[C:33]2[C:29]=1[CH:30]=[C:31]([CH3:38])[NH:32]2.C(=O)([O-])[O-].[Cs+].[Cs+], predict the reaction product. The product is: [C:1]([N:4]1[CH2:9][CH2:8][N:7]([CH2:10][CH2:11][CH2:12][O:13][C:14]2[CH:23]=[C:22]3[C:17]([C:18]([O:37][C:36]4[C:28]([F:27])=[C:29]5[C:33](=[CH:34][CH:35]=4)[NH:32][C:31]([CH3:38])=[CH:30]5)=[N:19][CH:20]=[N:21]3)=[CH:16][C:15]=2[O:25][CH3:26])[CH2:6][CH2:5]1)(=[O:3])[CH3:2]. (5) Given the reactants [Br:1][C:2]1[CH:7]=[C:6]([Cl:8])[CH:5]=[C:4]([NH2:9])[C:3]=1[NH2:10].[C:11](N1C=CN=C1)(N1C=CN=C1)=[O:12], predict the reaction product. The product is: [Br:1][C:2]1[C:3]2[NH:10][C:11](=[O:12])[NH:9][C:4]=2[CH:5]=[C:6]([Cl:8])[CH:7]=1. (6) Given the reactants C1(C[NH:8][C:9]2[CH:10]=[C:11]([CH2:15][CH2:16][CH2:17][NH:18][C:19](=[O:25])[O:20][C:21]([CH3:24])([CH3:23])[CH3:22])[CH:12]=[CH:13][CH:14]=2)CCCCC1.[CH:26]1([CH2:32][CH2:33][S:34](Cl)(=[O:36])=[O:35])[CH2:31][CH2:30][CH2:29][CH2:28][CH2:27]1, predict the reaction product. The product is: [CH:26]1([CH2:32][CH2:33][S:34]([NH:8][C:9]2[CH:10]=[C:11]([CH2:15][CH2:16][CH2:17][NH:18][C:19](=[O:25])[O:20][C:21]([CH3:22])([CH3:23])[CH3:24])[CH:12]=[CH:13][CH:14]=2)(=[O:36])=[O:35])[CH2:31][CH2:30][CH2:29][CH2:28][CH2:27]1.